This data is from Catalyst prediction with 721,799 reactions and 888 catalyst types from USPTO. The task is: Predict which catalyst facilitates the given reaction. Reactant: [F:1][C:2]1[CH:3]=[C:4]([CH:8]=[CH:9][C:10]=1F)[C:5]([OH:7])=[O:6].C(=O)([O-])[O-].[Cs+].[Cs+].[CH2:18]([SH:25])[C:19]1[CH:24]=[CH:23][CH:22]=[CH:21][CH:20]=1.C(OCC)(=O)C. Product: [CH2:18]([S:25][C:10]1[CH:9]=[CH:8][C:4]([C:5]([OH:7])=[O:6])=[CH:3][C:2]=1[F:1])[C:19]1[CH:24]=[CH:23][CH:22]=[CH:21][CH:20]=1. The catalyst class is: 16.